From a dataset of Catalyst prediction with 721,799 reactions and 888 catalyst types from USPTO. Predict which catalyst facilitates the given reaction. (1) Reactant: C(N(CC)CC)C.[N+:8]([C:11]1[CH:19]=[CH:18][CH:17]=[C:16]2[C:12]=1[C:13]([CH:20]=[CH2:21])=[N:14][NH:15]2)([O-:10])=[O:9].[CH3:22][C:23]([O:26][C:27](O[C:27]([O:26][C:23]([CH3:25])([CH3:24])[CH3:22])=[O:28])=[O:28])([CH3:25])[CH3:24]. Product: [N+:8]([C:11]1[CH:19]=[CH:18][CH:17]=[C:16]2[C:12]=1[C:13]([CH:20]=[CH2:21])=[N:14][N:15]2[C:27]([O:26][C:23]([CH3:25])([CH3:24])[CH3:22])=[O:28])([O-:10])=[O:9]. The catalyst class is: 4. (2) Reactant: [N+:1]([C:4]1[CH:10]=[CH:9][C:7]([NH2:8])=[CH:6][CH:5]=1)([O-:3])=[O:2].[C:11](O)(=[O:18])[CH2:12][CH2:13][CH2:14][C:15](O)=[O:16]. Product: [N+:1]([C:4]1[CH:10]=[CH:9][C:7]([N:8]2[C:15](=[O:16])[CH2:14][CH2:13][CH2:12][C:11]2=[O:18])=[CH:6][CH:5]=1)([O-:3])=[O:2]. The catalyst class is: 6. (3) Reactant: [OH-].[Na+].[F:3][C:4]1[CH:5]=[C:6]([NH:11][C:12]2[O:16][C:15]([C:17]([NH:19][C:20]3[CH:21]=[CH:22][C:23]([O:26][C:27]4[CH:36]=[CH:35][C:30]([C:31]([O:33]C)=[O:32])=[CH:29][CH:28]=4)=[N:24][CH:25]=3)=[O:18])=[N:14][N:13]=2)[CH:7]=[CH:8][C:9]=1[F:10].Cl. Product: [F:3][C:4]1[CH:5]=[C:6]([NH:11][C:12]2[O:16][C:15]([C:17]([NH:19][C:20]3[CH:21]=[CH:22][C:23]([O:26][C:27]4[CH:36]=[CH:35][C:30]([C:31]([OH:33])=[O:32])=[CH:29][CH:28]=4)=[N:24][CH:25]=3)=[O:18])=[N:14][N:13]=2)[CH:7]=[CH:8][C:9]=1[F:10]. The catalyst class is: 5. (4) Reactant: Cl[C:2]1[CH:3]=[C:4]([NH2:20])[CH:5]=[C:6]([Cl:19])[C:7]=1[S:8][C:9]1[CH:18]=[CH:17][C:16]2[C:11](=[CH:12][CH:13]=[CH:14][CH:15]=2)[CH:10]=1.N1C=CC=CC=1.[Cl:27][C:28]1[N:33]=[CH:32][C:31]([S:34](Cl)(=[O:36])=[O:35])=[CH:30][CH:29]=1.Cl. Product: [Cl:19][C:6]1[CH:5]=[C:4]([NH:20][S:34]([C:31]2[CH:32]=[N:33][C:28]([Cl:27])=[CH:29][CH:30]=2)(=[O:36])=[O:35])[CH:3]=[CH:2][C:7]=1[S:8][C:9]1[CH:18]=[CH:17][C:16]2[C:11](=[CH:12][CH:13]=[CH:14][CH:15]=2)[CH:10]=1. The catalyst class is: 1. (5) Reactant: Br[C:2]1[CH2:6][CH2:5][CH2:4][C:3]=1[Br:7].[CH2:8]([O:10][C:11]([C:13]1[CH:14]=[C:15](B(O)O)[CH:16]=[CH:17][CH:18]=1)=[O:12])[CH3:9].C(=O)([O-])[O-].[K+].[K+]. Product: [CH2:8]([O:10][C:11](=[O:12])[C:13]1[CH:14]=[CH:15][CH:16]=[C:17]([C:2]2[CH2:6][CH2:5][CH2:4][C:3]=2[Br:7])[CH:18]=1)[CH3:9]. The catalyst class is: 216. (6) Reactant: [Br:1][C:2]1[CH:10]=[C:9]([F:11])[C:5]([C:6]([OH:8])=O)=[C:4]([F:12])[CH:3]=1.O.[Cl-].COC1N=C(OC)N=C([N+]2(C)CCOCC2)N=1.[CH3:32][C:33]1[CH:38]=[C:37]([CH3:39])[CH:36]=[CH:35][C:34]=1[N:40]1[CH2:45][CH2:44][NH:43][CH2:42][CH2:41]1. Product: [Br:1][C:2]1[CH:3]=[C:4]([F:12])[C:5]([C:6]([N:43]2[CH2:44][CH2:45][N:40]([C:34]3[CH:35]=[CH:36][C:37]([CH3:39])=[CH:38][C:33]=3[CH3:32])[CH2:41][CH2:42]2)=[O:8])=[C:9]([F:11])[CH:10]=1. The catalyst class is: 147. (7) Reactant: [OH:1][C:2]1[CH:7]=[C:6]([CH3:8])[C:5]([C:9]2[CH:14]=[CH:13][CH:12]=[C:11]([CH2:15][O:16][C:17]3[CH:22]=[CH:21][C:20]([C:23]4([CH2:27][C:28]([O:30][CH2:31][CH3:32])=[O:29])[CH2:26][O:25][CH2:24]4)=[CH:19][CH:18]=3)[CH:10]=2)=[C:4]([CH3:33])[CH:3]=1.C(=O)([O-])[O-].[Cs+].[Cs+].Br[CH:41]1[CH2:45][CH2:44][CH2:43][CH2:42]1. Product: [CH:41]1([O:1][C:2]2[CH:3]=[C:4]([CH3:33])[C:5]([C:9]3[CH:14]=[CH:13][CH:12]=[C:11]([CH2:15][O:16][C:17]4[CH:22]=[CH:21][C:20]([C:23]5([CH2:27][C:28]([O:30][CH2:31][CH3:32])=[O:29])[CH2:24][O:25][CH2:26]5)=[CH:19][CH:18]=4)[CH:10]=3)=[C:6]([CH3:8])[CH:7]=2)[CH2:45][CH2:44][CH2:43][CH2:42]1. The catalyst class is: 3. (8) Reactant: C1CCN2C(=NCCC2)CC1.[Br:12][C:13]1[CH:14]=[C:15]([C:19]([C:21]2[CH:26]=[C:25]([CH3:27])[C:24]([Cl:28])=[CH:23][C:22]=2[OH:29])=O)[CH:16]=[CH:17][CH:18]=1.C([CH:32]([CH2:36][C:37](Cl)=[O:38])[C:33](Cl)=[O:34])C.[OH2:40]. Product: [Br:12][C:13]1[CH:14]=[C:15]([C:19]2[C:21]3[C:22](=[CH:23][C:24]([Cl:28])=[C:25]([CH3:27])[CH:26]=3)[O:29][C:37](=[O:38])[C:36]=2[CH2:32][C:33]([OH:34])=[O:40])[CH:16]=[CH:17][CH:18]=1. The catalyst class is: 10. (9) Reactant: [CH2:1]([O:8][CH2:9][CH:10]=[O:11])[C:2]1[CH:7]=[CH:6][CH:5]=[CH:4][CH:3]=1.Cl[C:13](Cl)(Cl)[C:14]([OH:16])=[O:15].[CH2:19]([C@@H]1N[C@H](C(C)(C)C)N(C)C1=O)[C:20]1[CH:25]=[CH:24][CH:23]=[CH:22][CH:21]=1. Product: [CH2:1]([O:8][C@@H:13]1[C@@H:10]([OH:11])[C@H:9]([O:8][CH2:1][C:2]2[CH:7]=[CH:6][CH:5]=[CH:4][CH:3]=2)[C@@H:9]([CH2:10][O:11][CH2:19][C:20]2[CH:21]=[CH:22][CH:23]=[CH:24][CH:25]=2)[O:16][CH:14]1[OH:15])[C:2]1[CH:7]=[CH:6][CH:5]=[CH:4][CH:3]=1. The catalyst class is: 27.